From a dataset of Full USPTO retrosynthesis dataset with 1.9M reactions from patents (1976-2016). Predict the reactants needed to synthesize the given product. (1) The reactants are: C[O:2][C:3]([C:5]1[S:6][C:7]([CH2:12][Br:13])=[CH:8][C:9]=1[O:10][CH3:11])=O.[H-].C([Al+]CC(C)C)C(C)C. Given the product [Br:13][CH2:12][C:7]1[S:6][C:5]([CH2:3][OH:2])=[C:9]([O:10][CH3:11])[CH:8]=1, predict the reactants needed to synthesize it. (2) Given the product [CH3:31][O:30][C:18]1[CH:19]=[C:20]([N:23]2[CH2:24][CH2:25][N:26]([CH3:29])[CH2:27][CH2:28]2)[CH:21]=[CH:22][C:17]=1[NH:16][C:8]1[N:7]=[C:6]([O:5][C:4]2[CH:3]=[C:2]([NH:1][C:44](=[O:47])[CH:45]=[CH2:46])[CH:34]=[CH:33][CH:32]=2)[C:15]2[C:10](=[CH:11][CH:12]=[CH:13][CH:14]=2)[N:9]=1, predict the reactants needed to synthesize it. The reactants are: [NH2:1][C:2]1[CH:3]=[C:4]([CH:32]=[CH:33][CH:34]=1)[O:5][C:6]1[C:15]2[C:10](=[CH:11][CH:12]=[CH:13][CH:14]=2)[N:9]=[C:8]([NH:16][C:17]2[CH:22]=[CH:21][C:20]([N:23]3[CH2:28][CH2:27][N:26]([CH3:29])[CH2:25][CH2:24]3)=[CH:19][C:18]=2[O:30][CH3:31])[N:7]=1.CCN(C(C)C)C(C)C.[C:44](Cl)(=[O:47])[CH:45]=[CH2:46]. (3) Given the product [CH2:33]([N:7]1[CH:8]=[C:9]([C:11]([C:17]2[CH:18]=[C:19]3[C:23](=[CH:24][CH:25]=2)[N:22]([C:26]2[CH:31]=[CH:30][C:29]([F:32])=[CH:28][CH:27]=2)[N:21]=[CH:20]3)([OH:16])[C:12]([F:14])([F:15])[F:13])[CH:10]=[C:6]1[C:4]([OH:5])=[O:3])[CH:34]=[CH2:35], predict the reactants needed to synthesize it. The reactants are: C([O:3][C:4]([C:6]1[N:7]([CH2:33][CH:34]=[CH2:35])[CH:8]=[C:9]([C:11]([C:17]2[CH:18]=[C:19]3[C:23](=[CH:24][CH:25]=2)[N:22]([C:26]2[CH:31]=[CH:30][C:29]([F:32])=[CH:28][CH:27]=2)[N:21]=[CH:20]3)([OH:16])[C:12]([F:15])([F:14])[F:13])[CH:10]=1)=[O:5])C.[Cl-].[NH4+]. (4) Given the product [NH2:1][C@H:2]1[C:7]([F:9])([F:8])[CH2:6][CH2:5][CH2:4][C@H:3]1[NH:10][C:11]1[N:16]=[C:15]([C:38]2[CH:37]=[N:36][N:35]([CH3:34])[CH:39]=2)[C:14]2[C:18](=[O:32])[N:19]([CH2:21][C:22]3[CH:27]=[CH:26][C:25]([O:28][CH3:29])=[CH:24][C:23]=3[O:30][CH3:31])[CH2:20][C:13]=2[C:12]=1[F:33], predict the reactants needed to synthesize it. The reactants are: [NH2:1][C@H:2]1[C:7]([F:9])([F:8])[CH2:6][CH2:5][CH2:4][C@H:3]1[NH:10][C:11]1[N:16]=[C:15](Cl)[C:14]2[C:18](=[O:32])[N:19]([CH2:21][C:22]3[CH:27]=[CH:26][C:25]([O:28][CH3:29])=[CH:24][C:23]=3[O:30][CH3:31])[CH2:20][C:13]=2[C:12]=1[F:33].[CH3:34][N:35]1[CH:39]=[C:38](B2OC(C)(C)C(C)(C)O2)[CH:37]=[N:36]1. (5) Given the product [F:48][C:32]([F:31])([F:49])[C:33]1[CH:34]=[C:35]([N:39]2[CH2:44][CH2:43][CH:42]([C:45]([Cl:47])=[O:46])[CH2:41][CH2:40]2)[CH:36]=[CH:37][CH:38]=1.[CH3:20][C:21]1[C:25]2[CH:26]=[C:27]([NH:30][C:15]([CH:12]3[CH2:11][CH2:10][N:9]([C:5]4[CH:6]=[CH:7][CH:8]=[C:3]([C:2]([F:1])([F:19])[F:18])[CH:4]=4)[CH2:14][CH2:13]3)=[O:17])[CH:28]=[CH:29][C:24]=2[S:23][N:22]=1, predict the reactants needed to synthesize it. The reactants are: [F:1][C:2]([F:19])([F:18])[C:3]1[CH:4]=[C:5]([N:9]2[CH2:14][CH2:13][CH:12]([C:15]([OH:17])=O)[CH2:11][CH2:10]2)[CH:6]=[CH:7][CH:8]=1.[CH3:20][C:21]1[C:25]2[CH:26]=[C:27]([NH2:30])[CH:28]=[CH:29][C:24]=2[S:23][N:22]=1.[F:31][C:32]([F:49])([F:48])[C:33]1[CH:34]=[C:35]([N:39]2[CH2:44][CH2:43][CH:42]([C:45]([Cl:47])=[O:46])[CH2:41][CH2:40]2)[CH:36]=[CH:37][CH:38]=1. (6) Given the product [C:1]1([C:7]2[C:8]3[CH:17]=[CH:16][CH:15]=[CH:14][C:9]=3[S:10][C:11]=2[CH:12]([OH:13])[CH3:18])[CH:2]=[CH:3][CH:4]=[CH:5][CH:6]=1, predict the reactants needed to synthesize it. The reactants are: [C:1]1([C:7]2[C:8]3[CH:17]=[CH:16][CH:15]=[CH:14][C:9]=3[S:10][C:11]=2[CH:12]=[O:13])[CH:6]=[CH:5][CH:4]=[CH:3][CH:2]=1.[CH3:18][Mg]Br.